This data is from Forward reaction prediction with 1.9M reactions from USPTO patents (1976-2016). The task is: Predict the product of the given reaction. Given the reactants [CH2:1]([C:5]1[C:14]2[C:9](=[CH:10][C:11]([O:15][CH3:16])=[CH:12][CH:13]=2)[C:8](=O)[NH:7][N:6]=1)[CH2:2][CH2:3][CH3:4].P(Cl)(Cl)([Cl:20])=O, predict the reaction product. The product is: [CH2:1]([C:5]1[C:14]2[C:9](=[CH:10][C:11]([O:15][CH3:16])=[CH:12][CH:13]=2)[C:8]([Cl:20])=[N:7][N:6]=1)[CH2:2][CH2:3][CH3:4].